Dataset: Peptide-MHC class I binding affinity with 185,985 pairs from IEDB/IMGT. Task: Regression. Given a peptide amino acid sequence and an MHC pseudo amino acid sequence, predict their binding affinity value. This is MHC class I binding data. (1) The peptide sequence is RLGAIPPLV. The MHC is HLA-A02:01 with pseudo-sequence HLA-A02:01. The binding affinity (normalized) is 0.463. (2) The peptide sequence is DFFSSHPLR. The MHC is HLA-A24:02 with pseudo-sequence HLA-A24:02. The binding affinity (normalized) is 0. (3) The peptide sequence is YPAEITLTW. The MHC is HLA-B27:05 with pseudo-sequence HLA-B27:05. The binding affinity (normalized) is 0.0847. (4) The peptide sequence is FEEALNVALA. The MHC is HLA-B45:01 with pseudo-sequence HLA-B45:01. The binding affinity (normalized) is 0.585. (5) The peptide sequence is RGKLKRRAI. The MHC is HLA-A02:01 with pseudo-sequence HLA-A02:01. The binding affinity (normalized) is 0.0847. (6) The peptide sequence is AWGDLWETL. The MHC is Mamu-B8301 with pseudo-sequence Mamu-B8301. The binding affinity (normalized) is 0.0132. (7) The peptide sequence is RMMGKNIFY. The MHC is HLA-B40:01 with pseudo-sequence HLA-B40:01. The binding affinity (normalized) is 0.0847.